From a dataset of Full USPTO retrosynthesis dataset with 1.9M reactions from patents (1976-2016). Predict the reactants needed to synthesize the given product. Given the product [N+:16]([C:15]1[C:10]([NH:9][CH2:8][C@H:5]2[CH2:4][CH2:3][C@H:2]([NH:1][CH2:38][C:39]([F:42])([F:41])[F:40])[CH2:7][CH2:6]2)=[N:11][C:12]([NH:19][CH2:20][C:21]2[CH:26]=[CH:25][CH:24]=[CH:23][C:22]=2[O:27][C:28]([F:30])([F:31])[F:29])=[N:13][CH:14]=1)([O-:18])=[O:17], predict the reactants needed to synthesize it. The reactants are: [NH2:1][C@H:2]1[CH2:7][CH2:6][C@H:5]([CH2:8][NH:9][C:10]2[C:15]([N+:16]([O-:18])=[O:17])=[CH:14][N:13]=[C:12]([NH:19][CH2:20][C:21]3[CH:26]=[CH:25][CH:24]=[CH:23][C:22]=3[O:27][C:28]([F:31])([F:30])[F:29])[N:11]=2)[CH2:4][CH2:3]1.ClC(Cl)(Cl)S(O[CH2:38][C:39]([F:42])([F:41])[F:40])(=O)=O.